This data is from Reaction yield outcomes from USPTO patents with 853,638 reactions. The task is: Predict the reaction yield, written as a fraction of the theoretical maximum amount of product (1.0 means a 100% yield; for example, 0.34 means a 34% yield). The reactants are COC1C=C(C=CC=1OC)C[NH:7][C:8]1[NH:9][C:10]([C:17]2[O:18][CH:19]=[CH:20][CH:21]=2)=[C:11]2[C:15]([N:16]=1)=[N:14][CH:13]=[N:12]2.O. The catalyst is C(O)(C(F)(F)F)=O. The product is [O:18]1[CH:19]=[CH:20][CH:21]=[C:17]1[C:10]1[NH:9][C:8]([NH2:7])=[N:16][C:15]2[C:11]=1[N:12]=[CH:13][N:14]=2. The yield is 0.570.